Dataset: Forward reaction prediction with 1.9M reactions from USPTO patents (1976-2016). Task: Predict the product of the given reaction. (1) Given the reactants ClC1C=CC(C(C2N(C)C(CC(OCC)=O)=CC=2)=O)=CC=1.[NH2-].[Na+].N.C(I)C.[Cl-].[NH4+].Cl.[Cl:31][C:32]1[CH:53]=[CH:52][C:35]([C:36]([C:38]2[N:42]([CH3:43])[C:41]([CH:44]([CH2:50][CH3:51])[C:45]([O:47]CC)=[O:46])=[CH:40][CH:39]=2)=[O:37])=[CH:34][CH:33]=1.[OH-].[Na+], predict the reaction product. The product is: [Cl:31][C:32]1[CH:53]=[CH:52][C:35]([C:36]([C:38]2[N:42]([CH3:43])[C:41]([CH:44]([CH2:50][CH3:51])[C:45]([OH:47])=[O:46])=[CH:40][CH:39]=2)=[O:37])=[CH:34][CH:33]=1. (2) Given the reactants Cl[C:2]1[CH:9]=[CH:8][C:5]([CH:6]=[O:7])=[CH:4][N:3]=1.[CH3:10][S-:11].[Na+].O, predict the reaction product. The product is: [CH3:10][S:11][C:2]1[CH:9]=[CH:8][C:5]([CH:6]=[O:7])=[CH:4][N:3]=1. (3) Given the reactants [NH2:1][C@H:2]1[CH2:6][CH2:5][N:4]([C:7]([O:9][C:10]([CH3:13])([CH3:12])[CH3:11])=[O:8])[CH2:3]1.[CH3:14][C:15]([CH3:19])([CH3:18])[CH:16]=O.[H][H], predict the reaction product. The product is: [CH3:14][C:15]([CH3:19])([CH3:18])[CH2:16][NH:1][C@H:2]1[CH2:6][CH2:5][N:4]([C:7]([O:9][C:10]([CH3:13])([CH3:12])[CH3:11])=[O:8])[CH2:3]1. (4) Given the reactants [I:1][CH2:2][CH2:3][OH:4].N1C=CN=C1.[Si:10](Cl)([C:13]([CH3:16])([CH3:15])[CH3:14])([CH3:12])[CH3:11].O, predict the reaction product. The product is: [C:13]([Si:10]([O:4][CH2:3][CH2:2][I:1])([CH3:12])[CH3:11])([CH3:16])([CH3:15])[CH3:14]. (5) Given the reactants Br[C:2]1[C:3]2[CH:4]=[C:5]3[CH:14]([CH2:15][C:16]([O:18][CH3:19])=[O:17])[CH2:13][CH2:12][N:6]3[C:7]=2[CH:8]=[C:9]([F:11])[CH:10]=1.[C:20]1([As](C2C=CC=CC=2)C2C=CC=CC=2)C=CC=C[CH:21]=1.C([Sn](CCCC)(CCCC)C=C)CCC, predict the reaction product. The product is: [F:11][C:9]1[CH:10]=[C:2]([CH:20]=[CH2:21])[C:3]2[CH:4]=[C:5]3[CH:14]([CH2:15][C:16]([O:18][CH3:19])=[O:17])[CH2:13][CH2:12][N:6]3[C:7]=2[CH:8]=1. (6) The product is: [C:1]([O:4][CH2:5][CH2:6][CH2:7][CH2:8][CH2:9][CH2:10][CH2:11]/[CH:12]=[CH:13]\[CH2:14][CH2:15][CH3:16])(=[O:3])[CH3:2]. Given the reactants [C:1]([O:4][CH:5]=[CH:6][CH2:7][CH2:8][CH2:9][CH2:10][CH2:11][CH2:12][CH3:13])(=[O:3])[CH3:2].[CH2:14](O)[CH2:15][CH2:16]CCCC/C=C\CCC.C(OCCCCCCCC=C)(=O)C.C=CCCC, predict the reaction product. (7) Given the reactants [CH2:1]1[C:10]2[C:5](=[CH:6][CH:7]=[CH:8][CH:9]=2)[CH2:4][CH2:3][NH:2]1.C(=O)([O-])[O-].[K+].[K+].Br[CH2:18][C:19]([O:21][CH2:22][CH3:23])=[O:20], predict the reaction product. The product is: [CH2:22]([O:21][C:19](=[O:20])[CH2:18][N:2]1[CH2:3][CH2:4][C:5]2[C:10](=[CH:9][CH:8]=[CH:7][CH:6]=2)[CH2:1]1)[CH3:23].